Task: Predict which catalyst facilitates the given reaction.. Dataset: Catalyst prediction with 721,799 reactions and 888 catalyst types from USPTO (1) Reactant: [NH2:1][C:2]1[CH:7]=[CH:6][C:5]([Cl:8])=[CH:4][C:3]=1[NH:9][C:10]1[CH:15]=[CH:14][C:13]([NH:16][C:17](=[O:19])[CH3:18])=[CH:12][CH:11]=1.[C:20](=O)(O)[O-].[Na+]. Product: [Cl:8][C:5]1[CH:6]=[CH:7][C:2]2[N:1]=[CH:20][N:9]([C:10]3[CH:11]=[CH:12][C:13]([NH:16][C:17](=[O:19])[CH3:18])=[CH:14][CH:15]=3)[C:3]=2[CH:4]=1. The catalyst class is: 106. (2) Reactant: C[O:2][C:3]([C:5]1[N:9]([CH3:10])[C:8]2[CH:11]=[CH:12][CH:13]=[CH:14][C:7]=2[N:6]=1)=[O:4].[OH-].[Na+]. Product: [CH3:10][N:9]1[C:8]2[CH:11]=[CH:12][CH:13]=[CH:14][C:7]=2[N:6]=[C:5]1[C:3]([OH:4])=[O:2]. The catalyst class is: 24. (3) Reactant: Br[C:2]1[CH:3]=[C:4]2[C:8](=[CH:9][CH:10]=1)[N:7]([CH:11]1[CH2:16][CH2:15][N:14]([C:17]([O:19][C:20]([CH3:23])([CH3:22])[CH3:21])=[O:18])[CH2:13][CH2:12]1)[CH2:6][CH2:5]2.C([Li])(C)(C)C.[C:29]1([S:35](F)(=[O:37])=[O:36])[CH:34]=[CH:33][CH:32]=[CH:31][CH:30]=1. Product: [C:29]1([S:35]([C:2]2[CH:3]=[C:4]3[C:8](=[CH:9][CH:10]=2)[N:7]([CH:11]2[CH2:16][CH2:15][N:14]([C:17]([O:19][C:20]([CH3:23])([CH3:22])[CH3:21])=[O:18])[CH2:13][CH2:12]2)[CH2:6][CH2:5]3)(=[O:37])=[O:36])[CH:34]=[CH:33][CH:32]=[CH:31][CH:30]=1. The catalyst class is: 1.